Dataset: Full USPTO retrosynthesis dataset with 1.9M reactions from patents (1976-2016). Task: Predict the reactants needed to synthesize the given product. (1) Given the product [CH2:1]([O:8][C:9]1[C:16]([CH3:17])=[CH:15][CH:14]=[CH:13][C:10]=1[CH:11]([C:23]1[CH:24]=[CH:25][C:20]([O:19][CH3:18])=[CH:21][CH:22]=1)[OH:12])[C:2]1[CH:3]=[CH:4][CH:5]=[CH:6][CH:7]=1, predict the reactants needed to synthesize it. The reactants are: [CH2:1]([O:8][C:9]1[C:16]([CH3:17])=[CH:15][CH:14]=[CH:13][C:10]=1[CH:11]=[O:12])[C:2]1[CH:7]=[CH:6][CH:5]=[CH:4][CH:3]=1.[CH3:18][O:19][C:20]1[CH:25]=[CH:24][C:23]([Mg]Br)=[CH:22][CH:21]=1.[Cl-].[NH4+]. (2) The reactants are: C([C:3]1[CH:12]=[CH:11][C:6]([CH2:7][N:8]([CH3:10])[CH3:9])=[CH:5][CH:4]=1)=C.[CH3:13][S:14]([O:17]C)(=[O:16])=[O:15].O1CC[CH2:21][CH2:20]1. Given the product [CH3:13][S:14]([O-:17])(=[O:16])=[O:15].[CH:20]([CH:7]([N+:8]([CH3:9])([CH3:10])[CH3:13])[C:6]1[CH:5]=[CH:4][CH:3]=[CH:12][CH:11]=1)=[CH2:21], predict the reactants needed to synthesize it. (3) Given the product [N:23]1[CH:24]=[CH:25][N:26]2[CH2:31][CH2:30][NH:29][CH2:28][C:27]=12, predict the reactants needed to synthesize it. The reactants are: NC1C=NC=CN=1.ClCC=O.C([O-])(O)=O.[Na+].C([O-])([O-])=O.[K+].[K+].[N:23]1[CH:24]=[CH:25][N:26]2[CH:31]=[CH:30][N:29]=[CH:28][C:27]=12. (4) Given the product [C:23]([NH:22][C:20]1[CH:19]=[C:18]([C:27]2[C:28]([CH3:33])=[N:29][O:30][C:31]=2[CH3:32])[N:17]=[C:16]([NH:15][C:12]2[CH:11]=[CH:10][C:9]([C:5]3([C:3]([OH:4])=[O:2])[CH2:6][CH2:7][CH2:8]3)=[CH:14][CH:13]=2)[N:21]=1)([CH3:26])([CH3:24])[CH3:25], predict the reactants needed to synthesize it. The reactants are: C[O:2][C:3]([C:5]1([C:9]2[CH:14]=[CH:13][C:12]([NH:15][C:16]3[N:21]=[C:20]([NH:22][C:23]([CH3:26])([CH3:25])[CH3:24])[CH:19]=[C:18]([C:27]4[C:28]([CH3:33])=[N:29][O:30][C:31]=4[CH3:32])[N:17]=3)=[CH:11][CH:10]=2)[CH2:8][CH2:7][CH2:6]1)=[O:4].CO.C1COCC1.[OH-].[Na+]. (5) Given the product [NH2:11][C@@H:12]1[C:20]2[C:15](=[CH:16][C:17]([C:21]([O:23][CH3:24])=[O:22])=[CH:18][CH:19]=2)[CH2:14][CH2:13]1, predict the reactants needed to synthesize it. The reactants are: COC1C=CC([C@@H]([NH:11][C@@H:12]2[C:20]3[C:15](=[CH:16][C:17]([C:21]([O:23][CH3:24])=[O:22])=[CH:18][CH:19]=3)[CH2:14][CH2:13]2)C)=CC=1.FC(F)(F)C(O)=O.CC1C(C)=C(C)C(C)=C(C)C=1. (6) Given the product [C:28]([O:47][C:44]([C:11]1[CH:10]=[C:9]([C:13]2[C:18]([CH3:19])=[CH:17][CH:16]=[CH:15][N+:14]=2[O-:25])[CH:8]=[CH:7][CH:12]=1)=[O:45])([CH3:29])([CH3:36])[CH3:27], predict the reactants needed to synthesize it. The reactants are: C(OC(=O)[C:7]1[CH:12]=[CH:11][CH:10]=[C:9]([C:13]2[C:18]([CH3:19])=[CH:17][CH:16]=[CH:15][N:14]=2)[CH:8]=1)CCC.NC(N)=O.[OH:25]O.[C:27]1(=O)OC(=O)[C:29]2=CC=C[CH:36]=[C:28]12.[O-]S([O-])=O.[Na+].[Na+].[C:44]([O-:47])([O-])=[O:45].[Na+].[Na+]. (7) Given the product [C:1]([N:9]1[CH2:14][CH2:13][N:12]([C:15](=[O:26])[C:16]([C:18]2[CH:23]=[CH:22][C:21]([N:28]3[CH:32]=[CH:31][CH:30]=[N:29]3)=[CH:20][C:19]=2[CH3:25])=[O:17])[C@H:11]([CH3:27])[CH2:10]1)(=[O:8])[C:2]1[CH:7]=[CH:6][CH:5]=[CH:4][CH:3]=1, predict the reactants needed to synthesize it. The reactants are: [C:1]([N:9]1[CH2:14][CH2:13][N:12]([C:15](=[O:26])[C:16]([C:18]2[CH:23]=[CH:22][C:21](Br)=[CH:20][C:19]=2[CH3:25])=[O:17])[C@H:11]([CH3:27])[CH2:10]1)(=[O:8])[C:2]1[CH:7]=[CH:6][CH:5]=[CH:4][CH:3]=1.[NH:28]1[CH:32]=[CH:31][CH:30]=[N:29]1.C(Cl)(Cl)Cl.CO. (8) Given the product [CH2:1]([C@@:8]1([O:15][C@H:14]([CH:16]([CH2:18][C:19]2[CH:20]=[CH:21][CH:22]=[CH:23][CH:24]=2)[OH:17])[C@:12]([CH2:25][C:26]2[CH:31]=[CH:30][CH:29]=[CH:28][CH:27]=2)([OH:13])[C@@:10]1([C:32](=[O:34])[CH3:33])[OH:11])[OH:9])[C:2]1[CH:3]=[CH:4][CH:5]=[CH:6][CH:7]=1, predict the reactants needed to synthesize it. The reactants are: [CH2:1]([C@@:8]1([O:15][C@H:14]([CH:16]([CH2:18][C:19]2[CH:24]=[CH:23][CH:22]=[CH:21][CH:20]=2)[OH:17])[C@@:12]([CH2:25][C:26]2[CH:31]=[CH:30][CH:29]=[CH:28][CH:27]=2)([OH:13])[C@H:10]1[OH:11])[OH:9])[C:2]1[CH:7]=[CH:6][CH:5]=[CH:4][CH:3]=1.[C:32](OC(=O)C)(=[O:34])[CH3:33]. (9) Given the product [C:1]1([CH2:7][O:8][C:9]2[CH:14]=[CH:13][C:12]([S:15]([N:24]3[C:25]4[C:30](=[CH:29][CH:28]=[CH:27][CH:26]=4)[CH2:31][C@H:23]3[C:21]([O:20][CH3:19])=[O:22])(=[O:17])=[O:16])=[CH:11][CH:10]=2)[CH:6]=[CH:5][CH:4]=[CH:3][CH:2]=1, predict the reactants needed to synthesize it. The reactants are: [C:1]1([CH2:7][O:8][C:9]2[CH:14]=[CH:13][C:12]([S:15](Cl)(=[O:17])=[O:16])=[CH:11][CH:10]=2)[CH:6]=[CH:5][CH:4]=[CH:3][CH:2]=1.[CH3:19][O:20][C:21]([C@@H:23]1[CH2:31][C:30]2[C:25](=[CH:26][CH:27]=[CH:28][CH:29]=2)[NH:24]1)=[O:22].